This data is from Catalyst prediction with 721,799 reactions and 888 catalyst types from USPTO. The task is: Predict which catalyst facilitates the given reaction. (1) Reactant: II.[C:3]([O:7][C:8](=[O:80])[CH2:9][CH2:10][C@H:11]1[NH:26][C:25](=[O:27])[CH2:24][C@@H:23](/[CH:28]=[CH:29]/[CH2:30][CH2:31][S:32]C(C2C=CC=CC=2)(C2C=CC=CC=2)C2C=CC=CC=2)[O:22][C:21](=[O:52])[CH2:20][NH:19][C:18](=[O:53])[C@@H:17]([CH:54]([CH3:56])[CH3:55])[NH:16][C:15](=[O:57])[C@@H:14]([CH2:58][S:59]C(C2C=CC=CC=2)(C2C=CC=CC=2)C2C=CC=CC=2)[NH:13][C:12]1=[O:79])([CH3:6])([CH3:5])[CH3:4]. Product: [C:3]([O:7][C:8](=[O:80])[CH2:9][CH2:10][C@@H:11]1[C:12](=[O:79])[NH:13][C@@H:14]2[CH2:58][S:59][S:32][CH2:31][CH2:30][CH:29]=[CH:28][C@@H:23]([O:22][C:21](=[O:52])[CH2:20][NH:19][C:18](=[O:53])[C@@H:17]([CH:54]([CH3:56])[CH3:55])[NH:16][C:15]2=[O:57])[CH2:24][C:25](=[O:27])[NH:26]1)([CH3:6])([CH3:5])[CH3:4]. The catalyst class is: 61. (2) Reactant: [NH2:1][C:2]1[CH:7]=[CH:6][C:5]([S:8][C:9]#N)=[CH:4][C:3]=1[F:11].O.[S-2].[Na+].[Na+].CI. Product: [F:11][C:3]1[CH:4]=[C:5]([S:8][CH3:9])[CH:6]=[CH:7][C:2]=1[NH2:1]. The catalyst class is: 40. (3) Reactant: Cl[C:2]1[C:15]([C:16]#[N:17])=[CH:14][C:5]([C:6]([O:8][CH2:9][C:10]([F:13])([F:12])[F:11])=[O:7])=[C:4]([CH3:18])[N:3]=1.[NH:19]1[CH2:24][CH2:23][CH:22]([C:25]([OH:27])=[O:26])[CH2:21][CH2:20]1.CCN(C(C)C)C(C)C. Product: [C:16]([C:15]1[C:2]([N:19]2[CH2:24][CH2:23][CH:22]([C:25]([OH:27])=[O:26])[CH2:21][CH2:20]2)=[N:3][C:4]([CH3:18])=[C:5]([C:6]([O:8][CH2:9][C:10]([F:13])([F:12])[F:11])=[O:7])[CH:14]=1)#[N:17]. The catalyst class is: 3. (4) Reactant: [CH3:1][C:2]1([CH3:24])[C:6]([CH3:8])([CH3:7])[O:5][B:4]([C:9]2[CH:14]=[CH:13][CH:12]=[C:11](B3OC(C)(C)C(C)(C)O3)[CH:10]=2)[O:3]1.Br[C:26]1[C:27]2[C:32]([C:33]([C:40]3[CH:49]=[CH:48][C:47]4[C:42](=[CH:43][CH:44]=[CH:45][CH:46]=4)[CH:41]=3)=[C:34]3[C:39]=1[CH:38]=[CH:37][CH:36]=[CH:35]3)=[CH:31][CH:30]=[CH:29][CH:28]=2.C([O-])([O-])=O.[Na+].[Na+].CCO. Product: [CH3:24][C:2]1([CH3:1])[C:6]([CH3:8])([CH3:7])[O:5][B:4]([C:9]2[CH:14]=[CH:13][CH:12]=[C:11]([C:26]3[C:27]4[C:32]([C:33]([C:40]5[CH:49]=[CH:48][C:47]6[C:42](=[CH:43][CH:44]=[CH:45][CH:46]=6)[CH:41]=5)=[C:34]5[C:39]=3[CH:38]=[CH:37][CH:36]=[CH:35]5)=[CH:31][CH:30]=[CH:29][CH:28]=4)[CH:10]=2)[O:3]1. The catalyst class is: 11. (5) Reactant: Br[C:2]1[CH:7]=[CH:6][C:5]([N:8]2[CH:12]=[CH:11][N:10]([CH2:13][C:14]([O-:16])=[O:15])[C:9]2=[O:17])=[CH:4][CH:3]=1.[Si:18]([O:25][CH2:26][CH2:27][NH2:28])([C:21]([CH3:24])([CH3:23])[CH3:22])([CH3:20])[CH3:19].C([O-])([O-])=O.[Cs+].[Cs+].[CH3:35][CH:36](C1C=C(C(C)C)C(C2C=CC=CC=2P(C2CCCCC2)C2CCCCC2)=C(C(C)C)C=1)C. Product: [Si:18]([O:25][CH2:26][CH2:27][NH:28][C:2]1[CH:7]=[CH:6][C:5]([N:8]2[CH:12]=[CH:11][N:10]([CH2:13][C:14]([O:16][CH2:35][CH3:36])=[O:15])[C:9]2=[O:17])=[CH:4][CH:3]=1)([C:21]([CH3:23])([CH3:24])[CH3:22])([CH3:20])[CH3:19]. The catalyst class is: 882. (6) The catalyst class is: 1. Product: [Br:1][C:2]1[CH:7]=[C:6]([NH:16][CH2:15][C:14]2[CH:17]=[CH:18][CH:19]=[C:20]([Cl:21])[C:13]=2[Cl:12])[C:5]([N+:9]([O-:11])=[O:10])=[CH:4][N:3]=1. Reactant: [Br:1][C:2]1[CH:7]=[C:6](Br)[C:5]([N+:9]([O-:11])=[O:10])=[CH:4][N:3]=1.[Cl:12][C:13]1[C:20]([Cl:21])=[CH:19][CH:18]=[CH:17][C:14]=1[CH2:15][NH2:16].C(N(C(C)C)CC)(C)C.O.